Dataset: Full USPTO retrosynthesis dataset with 1.9M reactions from patents (1976-2016). Task: Predict the reactants needed to synthesize the given product. (1) Given the product [Cl:1][C:2]1[CH:3]=[CH:4][C:5]([C:8]2([C:10]3[CH:15]=[CH:14][C:13]([N+:16]([O-:18])=[O:17])=[C:12]([O:19][CH3:20])[CH:11]=3)[O:23][CH2:22][CH2:21][O:9]2)=[CH:6][CH:7]=1, predict the reactants needed to synthesize it. The reactants are: [Cl:1][C:2]1[CH:7]=[CH:6][C:5]([C:8]([C:10]2[CH:15]=[CH:14][C:13]([N+:16]([O-:18])=[O:17])=[C:12]([O:19][CH3:20])[CH:11]=2)=[O:9])=[CH:4][CH:3]=1.[CH2:21](O)[CH2:22][OH:23].CC1C=CC(S(O)(=O)=O)=CC=1. (2) Given the product [CH3:28][C:26]1[CH:25]=[CH:24][N:23]=[C:22]([NH:21][C:19]2[S:20][C:14]3[CH2:13][CH2:12][C:11](=[O:29])[C:10]4[NH:9][N:8]=[CH:17][C:16]=4[C:15]=3[N:18]=2)[N:27]=1, predict the reactants needed to synthesize it. The reactants are: COC1C=CC(C[N:8]2[CH:17]=[C:16]3[C:10]([C:11](=[O:29])[CH2:12][CH2:13][C:14]4[S:20][C:19]([NH:21][C:22]5[N:27]=[C:26]([CH3:28])[CH:25]=[CH:24][N:23]=5)=[N:18][C:15]=43)=[N:9]2)=CC=1. (3) Given the product [F:40][CH:2]([F:1])[C:3]1[N:7]([C:8]2[CH:13]=[C:12]([N:14]3[CH2:19][CH2:18][O:17][CH2:16][C@@H:15]3[CH3:20])[N:11]=[C:10]([NH:21][CH2:22][C@H:23]3[CH2:28][CH2:27][C@H:26]([N:29]4[CH2:30][C:31]([CH3:34])([CH3:32])[O:33][C:46]4=[O:47])[CH2:25][CH2:24]3)[N:9]=2)[C:6]2[CH:35]=[C:36]([CH3:39])[CH:37]=[CH:38][C:5]=2[N:4]=1, predict the reactants needed to synthesize it. The reactants are: [F:1][CH:2]([F:40])[C:3]1[N:7]([C:8]2[CH:13]=[C:12]([N:14]3[CH2:19][CH2:18][O:17][CH2:16][C@@H:15]3[CH3:20])[N:11]=[C:10]([NH:21][CH2:22][C@H:23]3[CH2:28][CH2:27][C@H:26]([NH:29][CH2:30][C:31]([CH3:34])([OH:33])[CH3:32])[CH2:25][CH2:24]3)[N:9]=2)[C:6]2[CH:35]=[C:36]([CH3:39])[CH:37]=[CH:38][C:5]=2[N:4]=1.N1([C:46](N2C=CN=C2)=[O:47])C=CN=C1.C(N(CC)CC)C.O. (4) The reactants are: [NH:1]1[C:9]2[C:4](=[CH:5][CH:6]=[C:7]([C:10]([OH:12])=O)[CH:8]=2)[CH:3]=[CH:2]1.C1C=CC2N(O)N=NC=2C=1.CCN=C=NCCCN(C)C.C(N(C(C)C)CC)(C)C.[CH:43]1([NH:49][CH3:50])[CH2:48][CH2:47][CH2:46][CH2:45][CH2:44]1. Given the product [CH:43]1([N:49]([CH3:50])[C:10]([C:7]2[CH:8]=[C:9]3[C:4]([CH:3]=[CH:2][NH:1]3)=[CH:5][CH:6]=2)=[O:12])[CH2:48][CH2:47][CH2:46][CH2:45][CH2:44]1, predict the reactants needed to synthesize it.